From a dataset of Full USPTO retrosynthesis dataset with 1.9M reactions from patents (1976-2016). Predict the reactants needed to synthesize the given product. (1) Given the product [C:25]1([S:45]([N:1]2[C:9]3[C:4](=[N:5][CH:6]=[CH:7][CH:8]=3)[C:3]([CH2:10][C@@H:11]3[CH2:15][CH2:14][CH2:13][NH:12]3)=[CH:2]2)(=[O:47])=[O:46])[CH:32]=[CH:33][CH:37]=[CH:36][CH:35]=1, predict the reactants needed to synthesize it. The reactants are: [NH:1]1[C:9]2[C:4](=[N:5][CH:6]=[CH:7][CH:8]=2)[C:3]([CH2:10][C@@H:11]2[CH2:15][CH2:14][CH2:13][N:12]2C(OC(C)(C)C)=O)=[CH:2]1.N1C2C(=NC=CC=2)[C:25]([CH2:32][C@H:33]2[CH2:37][CH2:36][CH2:35]N2C(OC(C)(C)C)=O)=C1.[S:45](Cl)(Cl)(=[O:47])=[O:46]. (2) Given the product [C:15]([NH:14][CH2:13][CH2:12][C:11]1[C:7]2[CH:6]=[C:5]([C:3]([OH:4])=[O:2])[CH:19]=[CH:18][C:8]=2[O:9][CH:10]=1)(=[O:17])[CH3:16], predict the reactants needed to synthesize it. The reactants are: C[O:2][C:3]([C:5]1[CH:19]=[CH:18][C:8]2[O:9][CH:10]=[C:11]([CH2:12][CH2:13][NH:14][C:15](=[O:17])[CH3:16])[C:7]=2[CH:6]=1)=[O:4].[OH-].[Na+]. (3) Given the product [NH:11]1[C:15]2[CH:16]=[CH:17][CH:18]=[CH:19][C:14]=2[N:13]=[C:12]1[C@H:8]([NH:9][C:10]([NH:31][C@H:29]([CH:23]1[CH2:28][CH2:27][CH2:26][CH2:25][CH2:24]1)[CH3:30])=[O:20])[CH2:7][C:6]1[CH:21]=[CH:22][C:3]([O:2][CH3:1])=[CH:4][CH:5]=1, predict the reactants needed to synthesize it. The reactants are: [CH3:1][O:2][C:3]1[CH:22]=[CH:21][C:6]([CH2:7][C@@H:8]2[C:12]3=[N:13][C:14]4[CH:19]=[CH:18][CH:17]=[CH:16][C:15]=4[N:11]3[C:10](=[O:20])[NH:9]2)=[CH:5][CH:4]=1.[CH:23]1([C@@H:29]([NH2:31])[CH3:30])[CH2:28][CH2:27][CH2:26][CH2:25][CH2:24]1.C(O)(C(F)(F)F)=O. (4) Given the product [CH3:1][O:2][C:3]([C@:5]1([F:29])[C@H:6]([C:23]2[CH:24]=[CH:25][CH:26]=[CH:27][CH:28]=2)[C@H:7]1[C:8]1[CH:9]=[CH:10][C:11]([C:31]2[N:36]=[CH:35][C:34]([F:37])=[CH:33][N:32]=2)=[CH:12][CH:13]=1)=[O:4], predict the reactants needed to synthesize it. The reactants are: [CH3:1][O:2][C:3]([C@@:5]1([F:29])[C@H:7]([C:8]2[CH:13]=[CH:12][C:11](B3OC(C)(C)C(C)(C)O3)=[CH:10][CH:9]=2)[C@H:6]1[C:23]1[CH:28]=[CH:27][CH:26]=[CH:25][CH:24]=1)=[O:4].Cl[C:31]1[N:36]=[CH:35][C:34]([F:37])=[CH:33][N:32]=1.[F-].[Cs+]. (5) Given the product [C:23]([C:13]1[C:14]2[C:19](=[CH:18][C:17]([F:20])=[C:16]([OH:21])[CH:15]=2)[N:11]([C:8]2[CH:9]=[CH:10][C:5]([C:4]([OH:25])=[O:3])=[CH:6][CH:7]=2)[CH:12]=1)#[N:24], predict the reactants needed to synthesize it. The reactants are: C([O:3][C:4](=[O:25])[C:5]1[CH:10]=[CH:9][C:8]([N:11]2[C:19]3[C:14](=[CH:15][C:16]([O:21]C)=[C:17]([F:20])[CH:18]=3)[C:13]([C:23]#[N:24])=[CH:12]2)=[CH:7][CH:6]=1)C.B(Br)(Br)Br.O.